From a dataset of Forward reaction prediction with 1.9M reactions from USPTO patents (1976-2016). Predict the product of the given reaction. The product is: [Br:1][CH:2]1[CH2:8][CH2:7][CH2:6][CH2:5][N:4]([CH2:13][C:14]2[CH:19]=[CH:18][C:17]([O:20][CH3:21])=[CH:16][CH:15]=2)[C:3]1=[O:9]. Given the reactants [Br:1][CH:2]1[CH2:8][CH2:7][CH2:6][CH2:5][NH:4][C:3]1=[O:9].[H-].[Na+].Br[CH2:13][C:14]1[CH:19]=[CH:18][C:17]([O:20][CH3:21])=[CH:16][CH:15]=1, predict the reaction product.